From a dataset of Experimental lipophilicity measurements (octanol/water distribution) for 4,200 compounds from AstraZeneca. Regression/Classification. Given a drug SMILES string, predict its absorption, distribution, metabolism, or excretion properties. Task type varies by dataset: regression for continuous measurements (e.g., permeability, clearance, half-life) or binary classification for categorical outcomes (e.g., BBB penetration, CYP inhibition). For this dataset (lipophilicity_astrazeneca), we predict Y. (1) The drug is O=c1c(O)cccc2cc(O)c(O)c(O)c12. The Y is 2.03 logD. (2) The molecule is COCCC(C)n1nc(C)c(C(=O)N[C@@H](C)C(C)(C)C)c1NS(=O)(=O)c1ccc(C)cc1. The Y is 0.780 logD. (3) The drug is CN1CCN(c2ccc(Nc3ccnc4ccccc34)cc2)CC1. The Y is 1.30 logD. (4) The molecule is Cc1oc(CN2CCNCC2)cc1C(=O)NCC12CC3CC(CC(C3)C1)C2. The Y is 1.03 logD. (5) The molecule is CC1=C(C2=C(C)C(=O)c3c(cc(O)c(O)c3Cc3ccccc3)C2=O)C(=O)c2cc(O)c(O)c(Cc3ccccc3)c2C1=O. The Y is 2.73 logD.